Dataset: NCI-60 drug combinations with 297,098 pairs across 59 cell lines. Task: Regression. Given two drug SMILES strings and cell line genomic features, predict the synergy score measuring deviation from expected non-interaction effect. (1) Drug 1: COC1=CC(=CC(=C1O)OC)C2C3C(COC3=O)C(C4=CC5=C(C=C24)OCO5)OC6C(C(C7C(O6)COC(O7)C8=CC=CS8)O)O. Drug 2: C1=NC2=C(N=C(N=C2N1C3C(C(C(O3)CO)O)F)Cl)N. Cell line: SR. Synergy scores: CSS=60.1, Synergy_ZIP=1.15, Synergy_Bliss=-0.913, Synergy_Loewe=-21.0, Synergy_HSA=-0.0604. (2) Drug 1: C1CCC(CC1)NC(=O)N(CCCl)N=O. Drug 2: CC1=C(C=C(C=C1)C(=O)NC2=CC(=CC(=C2)C(F)(F)F)N3C=C(N=C3)C)NC4=NC=CC(=N4)C5=CN=CC=C5. Cell line: MCF7. Synergy scores: CSS=22.3, Synergy_ZIP=-3.60, Synergy_Bliss=3.73, Synergy_Loewe=1.36, Synergy_HSA=2.11. (3) Drug 1: C1=CN(C(=O)N=C1N)C2C(C(C(O2)CO)O)O.Cl. Drug 2: CC=C1C(=O)NC(C(=O)OC2CC(=O)NC(C(=O)NC(CSSCCC=C2)C(=O)N1)C(C)C)C(C)C. Cell line: IGROV1. Synergy scores: CSS=40.5, Synergy_ZIP=0.999, Synergy_Bliss=1.33, Synergy_Loewe=-48.4, Synergy_HSA=0.852. (4) Drug 1: CCCCCOC(=O)NC1=NC(=O)N(C=C1F)C2C(C(C(O2)C)O)O. Drug 2: CC1=C2C(C(=O)C3(C(CC4C(C3C(C(C2(C)C)(CC1OC(=O)C(C(C5=CC=CC=C5)NC(=O)OC(C)(C)C)O)O)OC(=O)C6=CC=CC=C6)(CO4)OC(=O)C)O)C)O. Cell line: A549. Synergy scores: CSS=0.922, Synergy_ZIP=-0.968, Synergy_Bliss=-2.18, Synergy_Loewe=-2.23, Synergy_HSA=-1.82.